This data is from Reaction yield outcomes from USPTO patents with 853,638 reactions. The task is: Predict the reaction yield, written as a fraction of the theoretical maximum amount of product (1.0 means a 100% yield; for example, 0.34 means a 34% yield). (1) The reactants are Br[C:2]1[CH:3]=[CH:4][C:5]([F:27])=[C:6]([CH2:8][CH2:9][N:10]2[CH2:15][CH2:14][N:13]([C:16]3[CH:25]=[CH:24][CH:23]=[C:22]4[C:17]=3[CH:18]=[CH:19][C:20]([CH3:26])=[N:21]4)[CH2:12][CH2:11]2)[CH:7]=1.[CH3:28][S:29]([NH2:32])(=[O:31])=[O:30]. No catalyst specified. The product is [F:27][C:5]1[CH:4]=[CH:3][C:2]([NH:32][S:29]([CH3:28])(=[O:31])=[O:30])=[CH:7][C:6]=1[CH2:8][CH2:9][N:10]1[CH2:15][CH2:14][N:13]([C:16]2[CH:25]=[CH:24][CH:23]=[C:22]3[C:17]=2[CH:18]=[CH:19][C:20]([CH3:26])=[N:21]3)[CH2:12][CH2:11]1. The yield is 0.690. (2) The reactants are [F:1][C:2]1[CH:3]=[C:4]([NH:31][C:32]([NH:34][C:35](=[O:43])[CH2:36][C:37]2[CH:42]=[CH:41][CH:40]=[CH:39][CH:38]=2)=[S:33])[CH:5]=[CH:6][C:7]=1[O:8][C:9]1[CH:14]=[CH:13][N:12]=[C:11]2[CH:15]=[C:16]([C:18]3[N:19](COCC[Si](C)(C)C)[CH:20]=[CH:21][N:22]=3)[S:17][C:10]=12. The catalyst is Cl.O1CCOCC1. The product is [NH:19]1[CH:20]=[CH:21][N:22]=[C:18]1[C:16]1[S:17][C:10]2[C:11](=[N:12][CH:13]=[CH:14][C:9]=2[O:8][C:7]2[CH:6]=[CH:5][C:4]([NH:31][C:32]([NH:34][C:35](=[O:43])[CH2:36][C:37]3[CH:38]=[CH:39][CH:40]=[CH:41][CH:42]=3)=[S:33])=[CH:3][C:2]=2[F:1])[CH:15]=1. The yield is 0.280. (3) The reactants are [F:1][C:2]([F:34])([F:33])[CH:3]([C:24]1[CH:29]=[C:28]([Cl:30])[C:27]([Cl:31])=[C:26]([Cl:32])[CH:25]=1)/[CH:4]=[CH:5]/[C:6]1[CH:11]=[CH:10][C:9]([NH:12][N:13]2C(=O)C3C(=CC=CC=3)C2=O)=[CH:8][CH:7]=1.O.NN. The catalyst is CCO. The product is [F:34][C:2]([F:1])([F:33])[CH:3]([C:24]1[CH:25]=[C:26]([Cl:32])[C:27]([Cl:31])=[C:28]([Cl:30])[CH:29]=1)/[CH:4]=[CH:5]/[C:6]1[CH:11]=[CH:10][C:9]([NH:12][NH2:13])=[CH:8][CH:7]=1. The yield is 0.660. (4) The reactants are [OH-].[Na+].C[O:4][C:5](=[O:41])[CH2:6][C:7]1[CH:12]=[CH:11][C:10]([C:13]2[CH:18]=[CH:17][C:16]([C:19]([CH2:38][CH3:39])([C:22]3[CH:27]=[CH:26][C:25]([CH2:28][CH2:29][C:30]4([OH:36])[CH2:35][CH2:34][CH2:33][CH2:32][CH2:31]4)=[C:24]([CH3:37])[CH:23]=3)[CH2:20][CH3:21])=[CH:15][C:14]=2[CH3:40])=[CH:9][CH:8]=1.[Cl-].[NH4+]. The catalyst is CO.O1CCCC1. The product is [CH2:20]([C:19]([C:16]1[CH:17]=[CH:18][C:13]([C:10]2[CH:9]=[CH:8][C:7]([CH2:6][C:5]([OH:41])=[O:4])=[CH:12][CH:11]=2)=[C:14]([CH3:40])[CH:15]=1)([C:22]1[CH:27]=[CH:26][C:25]([CH2:28][CH2:29][C:30]2([OH:36])[CH2:35][CH2:34][CH2:33][CH2:32][CH2:31]2)=[C:24]([CH3:37])[CH:23]=1)[CH2:38][CH3:39])[CH3:21]. The yield is 0.960.